The task is: Regression. Given two drug SMILES strings and cell line genomic features, predict the synergy score measuring deviation from expected non-interaction effect.. This data is from Merck oncology drug combination screen with 23,052 pairs across 39 cell lines. (1) Drug 1: O=S1(=O)NC2(CN1CC(F)(F)F)C1CCC2Cc2cc(C=CCN3CCC(C(F)(F)F)CC3)ccc2C1. Drug 2: COC1=C2CC(C)CC(OC)C(O)C(C)C=C(C)C(OC(N)=O)C(OC)C=CC=C(C)C(=O)NC(=CC1=O)C2=O. Cell line: MSTO. Synergy scores: synergy=-5.29. (2) Drug 1: O=c1[nH]cc(F)c(=O)[nH]1. Drug 2: CC(C)CC(NC(=O)C(Cc1ccccc1)NC(=O)c1cnccn1)B(O)O. Cell line: SKMEL30. Synergy scores: synergy=-173. (3) Drug 1: COC1=C2CC(C)CC(OC)C(O)C(C)C=C(C)C(OC(N)=O)C(OC)C=CC=C(C)C(=O)NC(=CC1=O)C2=O. Drug 2: Cn1c(=O)n(-c2ccc(C(C)(C)C#N)cc2)c2c3cc(-c4cnc5ccccc5c4)ccc3ncc21. Cell line: UWB1289. Synergy scores: synergy=9.61.